Dataset: Retrosynthesis with 50K atom-mapped reactions and 10 reaction types from USPTO. Task: Predict the reactants needed to synthesize the given product. (1) Given the product Cc1ccc(S(=O)(=O)N2CCC[C@H]2c2ccc(F)cc2)cc1, predict the reactants needed to synthesize it. The reactants are: Cc1ccc(S(=O)(=O)Cl)cc1.Fc1ccc([C@@H]2CCCN2)cc1. (2) Given the product CC(C)Cn1c(=O)n(C)c(=O)c2c(-c3cc(C(=O)N(C)C)cn3C)n(Cc3c[nH]c4ccc(Cl)cc34)nc21, predict the reactants needed to synthesize it. The reactants are: CC(C)Cn1c(=O)n(C)c(=O)c2c(-c3cc(C(=O)O)cn3C)n(Cc3c[nH]c4ccc(Cl)cc34)nc21.CNC. (3) Given the product O=c1[nH]cc(C#CC2CC2)c2nc(N[C@@H]3CCNC[C@H]3F)c3ccc(F)cc3c12, predict the reactants needed to synthesize it. The reactants are: CC(C)(C)OC(=O)N1CC[C@@H](Nc2nc3c(C#CC4CC4)c[nH]c(=O)c3c3cc(F)ccc23)[C@H](F)C1. (4) Given the product CCOC(=O)[C@H](Cc1ccc(OC/C(CC)=C(/C)c2ccc(Br)cc2)cc1)OCC, predict the reactants needed to synthesize it. The reactants are: CC/C(CO)=C(\C)c1ccc(Br)cc1.CCOC(=O)[C@H](Cc1ccc(O)cc1)OCC. (5) Given the product CC(=NNc1ccc(S(N)(=O)=O)cc1)c1cccs1, predict the reactants needed to synthesize it. The reactants are: CC(=O)c1cccs1.NNc1ccc(S(N)(=O)=O)cc1.